The task is: Predict the reactants needed to synthesize the given product.. This data is from Full USPTO retrosynthesis dataset with 1.9M reactions from patents (1976-2016). (1) Given the product [CH:1]1([CH2:6][C@H:7]([N:11]2[CH:16]=[C:15]([C:17]([F:20])([F:19])[F:18])[CH:14]=[CH:13][C:12]2=[O:21])[C:8]([Cl:25])=[O:9])[CH2:5][CH2:4][CH2:3][CH2:2]1, predict the reactants needed to synthesize it. The reactants are: [CH:1]1([CH2:6][C@H:7]([N:11]2[CH:16]=[C:15]([C:17]([F:20])([F:19])[F:18])[CH:14]=[CH:13][C:12]2=[O:21])[C:8](O)=[O:9])[CH2:5][CH2:4][CH2:3][CH2:2]1.C(Cl)(=O)C([Cl:25])=O.CN(C=O)C. (2) Given the product [Cl:1][C:2]1[N:3]=[C:4]([Cl:12])[C:5]2[C:10]([I:11])=[CH:9][N:8]([S:13]([C:16]3[CH:22]=[CH:21][C:19]([CH3:20])=[CH:18][CH:17]=3)(=[O:15])=[O:14])[C:6]=2[N:7]=1, predict the reactants needed to synthesize it. The reactants are: [Cl:1][C:2]1[N:3]=[C:4]([Cl:12])[C:5]2[C:10]([I:11])=[CH:9][NH:8][C:6]=2[N:7]=1.[S:13](Cl)([C:16]1[CH:22]=[CH:21][C:19]([CH3:20])=[CH:18][CH:17]=1)(=[O:15])=[O:14]. (3) Given the product [CH2:1]([N:8]1[C:12]([C:13]2[CH:18]=[CH:17][CH:16]=[CH:15][CH:14]=2)=[C:11]([C:19]([OH:21])=[O:20])[CH:10]=[N:9]1)[C:2]1[CH:7]=[CH:6][CH:5]=[CH:4][CH:3]=1, predict the reactants needed to synthesize it. The reactants are: [CH2:1]([N:8]1[C:12]([C:13]2[CH:18]=[CH:17][CH:16]=[CH:15][CH:14]=2)=[C:11]([C:19]([O:21]CC)=[O:20])[CH:10]=[N:9]1)[C:2]1[CH:7]=[CH:6][CH:5]=[CH:4][CH:3]=1.C(O)C.[OH-].[Na+].[OH-].[Li+]. (4) Given the product [C:2]([C:7]1[O:11][C:10]([CH2:12][N:13]2[CH:17]=[CH:16][C:15]([NH:18][C:29](=[O:30])/[CH:28]=[CH:27]/[C:21]3[CH:22]=[CH:23][C:24]([F:26])=[CH:25][C:20]=3[Cl:19])=[N:14]2)=[CH:9][CH:8]=1)(=[O:6])[CH3:1], predict the reactants needed to synthesize it. The reactants are: [CH3:1][C:2]1([C:7]2[O:11][C:10]([CH2:12][N:13]3[CH:17]=[CH:16][C:15]([NH2:18])=[N:14]3)=[CH:9][CH:8]=2)[O:6]CCO1.[Cl:19][C:20]1[CH:25]=[C:24]([F:26])[CH:23]=[CH:22][C:21]=1/[CH:27]=[CH:28]/[C:29](O)=[O:30]. (5) Given the product [NH2:36][C:15]1[N:14]=[C:13]([C:12]2[S:11][C:10]([C:20]([CH3:22])([CH3:21])[CH3:23])=[N:9][C:8]=2[C:7]2[C:2]([Cl:1])=[C:3]([NH:24][S:25]([C:28]3[C:33]([F:34])=[CH:32][CH:31]=[CH:30][C:29]=3[F:35])(=[O:26])=[O:27])[CH:4]=[CH:5][CH:6]=2)[CH:18]=[CH:17][N:16]=1, predict the reactants needed to synthesize it. The reactants are: [Cl:1][C:2]1[C:7]([C:8]2[N:9]=[C:10]([C:20]([CH3:23])([CH3:22])[CH3:21])[S:11][C:12]=2[C:13]2[CH:18]=[CH:17][N:16]=[C:15](Cl)[N:14]=2)=[CH:6][CH:5]=[CH:4][C:3]=1[NH:24][S:25]([C:28]1[C:33]([F:34])=[CH:32][CH:31]=[CH:30][C:29]=1[F:35])(=[O:27])=[O:26].[NH3:36].C(O)(C)C. (6) Given the product [Cl:3][C:4]1[CH:9]=[CH:8][C:7]2[C:10]3[C:15](=[CH:14][N:13]=[CH:12][CH:11]=3)[C:16](=[O:17])[N:18]([CH:19]([CH3:21])[CH3:20])[C:6]=2[CH:5]=1, predict the reactants needed to synthesize it. The reactants are: [H-].[Na+].[Cl:3][C:4]1[CH:9]=[CH:8][C:7]([C:10]2[C:15]([C:16]([NH:18][CH:19]([CH3:21])[CH3:20])=[O:17])=[CH:14][N:13]=[CH:12][CH:11]=2)=[C:6](F)[CH:5]=1. (7) Given the product [F:33][CH:2]([F:1])[O:3][C:4]1[CH:5]=[C:6]([CH:9]=[C:10]([O:12][C:13]2[C:18](=[O:19])[NH:17][CH:16]=[N:15][C:14]=2[C:29]([F:32])([F:31])[F:30])[CH:11]=1)[C:7]#[N:8], predict the reactants needed to synthesize it. The reactants are: [F:1][CH:2]([F:33])[O:3][C:4]1[CH:5]=[C:6]([CH:9]=[C:10]([O:12][C:13]2[C:18](=[O:19])[N:17](CC3C=CC(OC)=CC=3)[CH:16]=[N:15][C:14]=2[C:29]([F:32])([F:31])[F:30])[CH:11]=1)[C:7]#[N:8].O=[N+]([O-])[O-].[O-][N+](=O)[O-].[O-][N+](=O)[O-].[O-][N+](=O)[O-].[O-][N+](=O)[O-].[O-][N+](=O)[O-].[Ce+4].[NH4+].[NH4+].O.